From a dataset of Ames mutagenicity test results for genotoxicity prediction. Regression/Classification. Given a drug SMILES string, predict its toxicity properties. Task type varies by dataset: regression for continuous values (e.g., LD50, hERG inhibition percentage) or binary classification for toxic/non-toxic outcomes (e.g., AMES mutagenicity, cardiotoxicity, hepatotoxicity). Dataset: ames. The compound is c1ccc2c(c1)-c1nc3ccccc3c3c1c-2nc1ccccc13. The result is 0 (non-mutagenic).